Dataset: Experimentally validated miRNA-target interactions with 360,000+ pairs, plus equal number of negative samples. Task: Binary Classification. Given a miRNA mature sequence and a target amino acid sequence, predict their likelihood of interaction. (1) The miRNA is hsa-miR-4762-3p with sequence CUUCUGAUCAAGAUUUGUGGUG. The protein sequence of the target gene is MFAVVFFILSLMTCQPGVTAQEKVNQRVRRAATPAAVTCQLSNWSEWTDCFPCQDKKYRHRSLLQPNKFGGTICSGDIWDQASCSSSTTCVRQAQCGQDFQCKETGRCLKRHLVCNGDQDCLDGSDEDDCEDVRAIDEDCSQYEPIPGSQKAALGYNILTQEDAQSVYDASYYGGQCETVYNGEWRELRYDSTCERLYYGDDEKYFRKPYNFLKYHFEALADTGISSEFYDNANDLLSKVKKDKSDSFGVTIGIGPAGSPLLVGVGVSHSQDTSFLNELNKYNEKKFIFTRIFTKVQTAH.... Result: 1 (interaction). (2) The miRNA is hsa-miR-5589-5p with sequence GGCUGGGUGCUCUUGUGCAGU. The protein sequence of the target gene is MYAPGGAGLPGGRRRRSPGGSALPKQPERSLASALPGALSITALCTALAEPAWLHIHGGTCSRQELGVSDVLGYVHPDLLKDFCMNPQTVLLLRVIAAFCFLGILCSLSAFLLDVFGPKHPALKITRRYAFAHILTVLQCATVIGFSYWASELILAQQQQHKKYHGSQVYVTFAVSFYLVAGAGGASILATAANLLRHYPTEEEEQALELLSEMEENEPYPAEYEVINQFQPPPAYTP. Result: 1 (interaction). (3) The miRNA is hsa-miR-3118 with sequence UGUGACUGCAUUAUGAAAAUUCU. The protein sequence of the target gene is MASKIGSRRWMLQLIMQLGSVLLTRCPFWGCFSQLMLYAERAEARRKPDIPVPYLYFDMGAAVLCASFMSFGVKRRWFALGAALQLAISTYAAYIGGYVHYGDWLKVRMYSRTVAIIGGFLVLASGAGELYRRKPRSRSLQSTGQVFLGIYLICVAYSLQHSKEDRLAYLNHLPGGELMIQLFFVLYGILALAFLSGYYVTLAAQILAVLLPPVMLLIDGNVAYWHNTRRVEFWNQMKLLGESVGIFGTAVILATDG. Result: 1 (interaction). (4) The miRNA is hsa-miR-590-5p with sequence GAGCUUAUUCAUAAAAGUGCAG. The protein sequence of the target gene is MPYVDRQNRICGFLDIEEHENSGKFLRRYFILDTQANCLLWYMDNPQNLAMGAGAVGALQLTYISKVSIATPKQKPKTPFCFVINALSQRYFLQANDQKDMKDWVEALNQASKITVPKGGGLPMTTEVLKSLAAPPALEKKPQVAYKTEIIGGVVVHTPISQNGGDGQEGSEPGSHTILRRSQSYIPTSGCRASTGPPLIKSGYCVKQGNVRKSWKRRFFALDDFTICYFKCEQDREPLRTIFLKDVLKTHECLVKSGDLLMRDNLFEIITSSRTFYVQADSPEDMHSWIKEIGAAVQAL.... Result: 1 (interaction). (5) The miRNA is rno-miR-146a-5p with sequence UGAGAACUGAAUUCCAUGGGUU. The protein sequence of the target gene is MGLRAGRLASPSRGVLQLLRLPLLLLLLLSSGARGAAAQGDTEVPTLYLWKTGPWGRCMGDDCGPGGIQTRAVWCAHVEGWTTLHTNCKQAVRPSNQQNCFKVCDWHKELYDWRLGTWDRCQPVISKSLEKSRECVKGEEGIQVREIMCIQKDKDIPAEDIICEYFEPKPLLEQACLIPCQKDCIVSEFSPWSECSRTCGSGLQHRTRHVVAPPQYGGSGCPNLTEFQVCQSNPCEEDESLYSLQVGPWSACSVPHTRQARQARRRGKNKEREKERGKAVKDPEARELIKKKRNRNRQNR.... Result: 0 (no interaction).